Task: Predict the reactants needed to synthesize the given product.. Dataset: Full USPTO retrosynthesis dataset with 1.9M reactions from patents (1976-2016) The reactants are: [NH2:1][OH:2].[C:3]([C:5]1[CH:6]=[CH:7][C:8]([CH3:19])=[C:9]([NH:11][C:12](=[O:18])[O:13][C:14]([CH3:17])([CH3:16])[CH3:15])[CH:10]=1)#[N:4]. Given the product [OH:2][N:1]=[C:3]([C:5]1[CH:6]=[CH:7][C:8]([CH3:19])=[C:9]([NH:11][C:12](=[O:18])[O:13][C:14]([CH3:15])([CH3:16])[CH3:17])[CH:10]=1)[NH2:4], predict the reactants needed to synthesize it.